Predict the reactants needed to synthesize the given product. From a dataset of Full USPTO retrosynthesis dataset with 1.9M reactions from patents (1976-2016). (1) Given the product [CH2:1]([NH:5][C:17](=[O:18])[CH2:16][C@H:10]1[CH2:9][C@@H:8]([CH2:7][OH:6])[O:13][C:12]([CH3:14])([CH3:15])[O:11]1)[CH2:2][CH2:3][CH3:4], predict the reactants needed to synthesize it. The reactants are: [CH2:1]([NH2:5])[CH2:2][CH2:3][CH3:4].[OH:6][CH2:7][C@H:8]1[O:13][C:12]([CH3:15])([CH3:14])[O:11][C@@H:10]([CH2:16][C:17](OC)=[O:18])[CH2:9]1. (2) The reactants are: [C:1]([O:5][C@@H:6]([C:11]1[C:40]([CH3:41])=[CH:39][N:38]2[N:42]=[C:35]3[CH:36]=[C:37]2[C:12]=1[N:13]1[CH2:47][CH2:46][C:16]([CH3:48])([O:17][CH2:18][CH2:19][CH2:20][CH:21]([CH3:45])[CH2:22][O:23][C:24]2[CH:25]=[CH:26][C:27]([CH3:44])=[CH:28][C:29]=2[C:30]2[CH:43]=[C:34]3[CH:33]=[CH:32][CH:31]=2)[CH2:15][CH2:14]1)[C:7]([O:9]C)=[O:8])([CH3:4])([CH3:3])[CH3:2].[OH-].[Na+]. Given the product [C:1]([O:5][C@@H:6]([C:11]1[C:40]([CH3:41])=[CH:39][N:38]2[N:42]=[C:35]3[CH:36]=[C:37]2[C:12]=1[N:13]1[CH2:47][CH2:46][C:16]([CH3:48])([O:17][CH2:18][CH2:19][CH2:20][C@H:21]([CH3:45])[CH2:22][O:23][C:24]2[CH:25]=[CH:26][C:27]([CH3:44])=[CH:28][C:29]=2[C:30]2[CH:43]=[C:34]3[CH:33]=[CH:32][CH:31]=2)[CH2:15][CH2:14]1)[C:7]([OH:9])=[O:8])([CH3:4])([CH3:2])[CH3:3], predict the reactants needed to synthesize it. (3) The reactants are: Cl[C:2]1[N:7]=[C:6]([N:8]([CH3:22])[CH:9]2[CH2:13][CH2:12][N:11]([C:14]3[CH:21]=[CH:20][C:17]([C:18]#[N:19])=[CH:16][N:15]=3)[CH2:10]2)[C:5]([Cl:23])=[CH:4][N:3]=1.CCN(C(C)C)C(C)C.Cl.[CH3:34][N:35]1[CH:39]=[C:38]([NH2:40])[CH:37]=[N:36]1. Given the product [Cl:23][C:5]1[C:6]([N:8]([CH3:22])[CH:9]2[CH2:13][CH2:12][N:11]([C:14]3[CH:21]=[CH:20][C:17]([C:18]#[N:19])=[CH:16][N:15]=3)[CH2:10]2)=[N:7][C:2]([NH:40][C:38]2[CH:37]=[N:36][N:35]([CH3:34])[CH:39]=2)=[N:3][CH:4]=1, predict the reactants needed to synthesize it. (4) Given the product [Cl:14][C:15]1[C:24]2[C:19](=[CH:20][CH:21]=[C:22]([C:25]([C:35]3[N:39]([CH3:40])[C:38]([CH3:41])=[N:37][CH:36]=3)([C:26]3[C:27]([CH3:33])=[N:28][N:29]([CH3:32])[C:30]=3[CH3:31])[OH:34])[CH:23]=2)[N:18]=[C:17]([O:42][CH3:43])[C:16]=1[O:6][CH2:7][C:8]([F:11])([F:10])[F:9], predict the reactants needed to synthesize it. The reactants are: FC(F)(F)S([O:6][CH2:7][C:8]([F:11])([F:10])[F:9])(=O)=O.[Cl:14][C:15]1[C:24]2[C:19](=[CH:20][CH:21]=[C:22]([C:25]([C:35]3[N:39]([CH3:40])[C:38]([CH3:41])=[N:37][CH:36]=3)([OH:34])[C:26]3[C:27]([CH3:33])=[N:28][N:29]([CH3:32])[C:30]=3[CH3:31])[CH:23]=2)[N:18]=[C:17]([O:42][CH3:43])[C:16]=1O.C([O-])([O-])=O.[Cs+].[Cs+]. (5) Given the product [CH3:14][CH:11]1[O:10][C:9]2[C:15]3[C:5]([C:6](=[O:18])[C:7](=[O:17])[C:8]=2[S:13][CH2:12]1)=[CH:4][CH:3]=[C:2]([N:19]1[CH2:24][CH2:23][CH2:22][CH2:21][CH2:20]1)[CH:16]=3, predict the reactants needed to synthesize it. The reactants are: Br[C:2]1[CH:16]=[C:15]2[C:5]([C:6](=[O:18])[C:7](=[O:17])[C:8]3[S:13][CH2:12][CH:11]([CH3:14])[O:10][C:9]=32)=[CH:4][CH:3]=1.[NH:19]1[CH2:24][CH2:23][CH2:22][CH2:21][CH2:20]1.C(=O)([O-])[O-].[K+].[K+]. (6) Given the product [CH3:34][N:33]([CH3:35])[C:30]1[CH:31]=[CH:32][C:27]([CH2:26][CH2:25][N:2]([CH2:3][CH2:4][N:5]2[C:11]3[CH:12]=[CH:13][CH:14]=[CH:15][C:10]=3[CH2:9][O:8][C:7]3[CH:16]=[CH:17][CH:18]=[CH:19][C:6]2=3)[CH3:1])=[CH:28][CH:29]=1, predict the reactants needed to synthesize it. The reactants are: [CH3:1][NH:2][CH2:3][CH2:4][N:5]1[C:11]2[CH:12]=[CH:13][CH:14]=[CH:15][C:10]=2[CH2:9][O:8][C:7]2[CH:16]=[CH:17][CH:18]=[CH:19][C:6]1=2.S(O[CH2:25][CH2:26][C:27]1[CH:32]=[CH:31][C:30]([N:33]([CH3:35])[CH3:34])=[CH:29][CH:28]=1)(=O)(=O)C.C(=O)([O-])[O-].[Na+].[Na+].[I-].[Na+].